Dataset: Full USPTO retrosynthesis dataset with 1.9M reactions from patents (1976-2016). Task: Predict the reactants needed to synthesize the given product. (1) Given the product [C:33]([O:32][C:30]([NH:29][CH2:28][CH2:27][CH2:26][C@H:21]([NH:20][C:11]([C:7]1[C:6](=[O:14])[N:5]([CH2:4][C:3]2[CH:15]=[CH:16][CH:17]=[CH:18][C:2]=2[Cl:1])[CH:10]=[CH:9][CH:8]=1)=[O:13])[C:22]([O:24][CH3:25])=[O:23])=[O:31])([CH3:35])([CH3:36])[CH3:34], predict the reactants needed to synthesize it. The reactants are: [Cl:1][C:2]1[CH:18]=[CH:17][CH:16]=[CH:15][C:3]=1[CH2:4][N:5]1[CH:10]=[CH:9][CH:8]=[C:7]([C:11]([OH:13])=O)[C:6]1=[O:14].Cl.[NH2:20][C@@H:21]([CH2:26][CH2:27][CH2:28][NH:29][C:30]([O:32][C:33]([CH3:36])([CH3:35])[CH3:34])=[O:31])[C:22]([O:24][CH3:25])=[O:23].C(N(C(C)C)CC)(C)C.CN(C(ON1N=NC2C=CC=CC1=2)=[N+](C)C)C.F[P-](F)(F)(F)(F)F. (2) Given the product [CH3:30][O:29][C:17]1[CH:16]=[C:15]2[C:20]([C:11]([NH:10][C:6]3[CH:5]=[C:4]4[C:9](=[CH:8][CH:7]=3)[N:1]([CH2:32][C:33]3[N:34]=[CH:35][S:36][CH:37]=3)[CH:2]=[CH:3]4)=[N:12][CH:13]=[N:14]2)=[C:19]([O:21][CH:22]2[CH2:23][CH2:24][N:25]([CH3:28])[CH2:26][CH2:27]2)[CH:18]=1, predict the reactants needed to synthesize it. The reactants are: [NH:1]1[C:9]2[C:4](=[CH:5][C:6]([NH:10][C:11]3[C:20]4[C:15](=[CH:16][C:17]([O:29][CH3:30])=[CH:18][C:19]=4[O:21][CH:22]4[CH2:27][CH2:26][N:25]([CH3:28])[CH2:24][CH2:23]4)[N:14]=[CH:13][N:12]=3)=[CH:7][CH:8]=2)[CH:3]=[CH:2]1.Cl[CH2:32][C:33]1[N:34]=[CH:35][S:36][CH:37]=1.